Dataset: Full USPTO retrosynthesis dataset with 1.9M reactions from patents (1976-2016). Task: Predict the reactants needed to synthesize the given product. (1) Given the product [CH2:1]([O:5][C:6]1[CH:11]=[CH:10][C:9]([S:12]([F:16])(=[O:14])=[O:13])=[CH:8][CH:7]=1)[C:2]#[C:3][CH3:4], predict the reactants needed to synthesize it. The reactants are: [CH2:1]([O:5][C:6]1[CH:11]=[CH:10][C:9]([S:12](Cl)(=[O:14])=[O:13])=[CH:8][CH:7]=1)[C:2]#[C:3][CH3:4].[F-:16].[K+].[F-].[Ca+2].[F-]. (2) Given the product [C:1]1([S:7]([NH:10][C:11]2[S:15][C:14]3[CH2:16][O:31][CH2:18][CH2:19][C:13]=3[C:12]=2[C:20]([O:22][CH2:23][CH3:24])=[O:21])(=[O:9])=[O:8])[CH:2]=[CH:3][CH:4]=[CH:5][CH:6]=1, predict the reactants needed to synthesize it. The reactants are: [C:1]1([S:7]([NH:10][C:11]2[S:15][C:14]3[CH2:16]C[CH2:18][CH2:19][C:13]=3[C:12]=2[C:20]([O:22][CH2:23][CH3:24])=[O:21])(=[O:9])=[O:8])[CH:6]=[CH:5][CH:4]=[CH:3][CH:2]=1.NC1SC2C[O:31]CCC=2C=1C(OCC)=O.C1(S(Cl)(=O)=O)C=CC=CC=1. (3) Given the product [OH-:2].[OH:2][CH2:3][CH2:4][CH2:5][N+:6]1[CH:10]=[CH:9][N:8]([CH3:11])[CH:7]=1, predict the reactants needed to synthesize it. The reactants are: [Cl-].[OH:2][CH2:3][CH2:4][CH2:5][N+:6]1[CH:10]=[CH:9][N:8]([CH3:11])[CH:7]=1. (4) Given the product [ClH:5].[Cl:5][C:6]1[CH:25]=[CH:24][C:23]([CH2:26][CH2:27][CH2:28][NH:4][CH:1]([CH3:3])[CH3:2])=[CH:22][C:7]=1[C:8]([NH:10][CH2:11][C:12]12[CH2:21][CH:16]3[CH2:17][CH:18]([CH2:20][CH:14]([CH2:15]3)[CH2:13]1)[CH2:19]2)=[O:9], predict the reactants needed to synthesize it. The reactants are: [CH:1]([NH2:4])([CH3:3])[CH3:2].[Cl:5][C:6]1[CH:25]=[CH:24][C:23]([CH2:26][CH2:27][CH2:28]OS(C)(=O)=O)=[CH:22][C:7]=1[C:8]([NH:10][CH2:11][C:12]12[CH2:21][CH:16]3[CH2:17][CH:18]([CH2:20][CH:14]([CH2:15]3)[CH2:13]1)[CH2:19]2)=[O:9].